From a dataset of Reaction yield outcomes from USPTO patents with 853,638 reactions. Predict the reaction yield, written as a fraction of the theoretical maximum amount of product (1.0 means a 100% yield; for example, 0.34 means a 34% yield). (1) The reactants are [CH3:1][C:2]1([CH3:15])[CH2:14][C:5]2[C:6]3[CH2:11][CH2:10][NH:9][C:8](=[O:12])[C:7]=3[S:13][C:4]=2[CH2:3]1.[C:16]([O:19][CH2:20][C:21]1[C:26]([Br:27])=[CH:25][CH:24]=[CH:23][C:22]=1Br)(=[O:18])[CH3:17].C(=O)([O-])[O-].[Cs+].[Cs+].CNCCNC. The catalyst is [Cu](I)I.O1CCOCC1. The product is [C:16]([O:19][CH2:20][C:21]1[C:22]([N:9]2[CH2:10][CH2:11][C:6]3[C:5]4[CH2:14][C:2]([CH3:15])([CH3:1])[CH2:3][C:4]=4[S:13][C:7]=3[C:8]2=[O:12])=[CH:23][CH:24]=[CH:25][C:26]=1[Br:27])(=[O:18])[CH3:17]. The yield is 0.520. (2) The reactants are [CH2:1]([C:5]1[N:6]=[C:7]([CH3:44])[N:8]([C:33]2[N:38]=[CH:37][C:36]([O:39][CH:40]([CH2:42][CH3:43])[CH3:41])=[CH:35][N:34]=2)[C:9](=[O:32])[C:10]=1[CH2:11][C:12]1[CH:17]=[C:16]([CH2:18][CH2:19][CH3:20])[C:15]([O:21][Si:22]([C:25]([CH3:28])([CH3:27])[CH3:26])([CH3:24])[CH3:23])=[C:14]([CH2:29][CH2:30][CH3:31])[CH:13]=1)[CH2:2][CH2:3][CH3:4].[OH2:45].ON1C2C=CC=CC=2N=N1.Cl.C(N=C=NCCCN(C)C)C.[NH3:68]. The catalyst is ClCCl.O. The product is [CH2:1]([C:5]1[N:6]=[C:7]([CH3:44])[N:8]([C:33]2[N:38]=[CH:37][C:36]([O:39][CH:40]([CH2:42][CH3:43])[C:41]([NH2:68])=[O:45])=[CH:35][N:34]=2)[C:9](=[O:32])[C:10]=1[CH2:11][C:12]1[CH:17]=[C:16]([CH2:18][CH2:19][CH3:20])[C:15]([O:21][Si:22]([C:25]([CH3:28])([CH3:26])[CH3:27])([CH3:24])[CH3:23])=[C:14]([CH2:29][CH2:30][CH3:31])[CH:13]=1)[CH2:2][CH2:3][CH3:4]. The yield is 0.283.